From a dataset of NCI-60 drug combinations with 297,098 pairs across 59 cell lines. Regression. Given two drug SMILES strings and cell line genomic features, predict the synergy score measuring deviation from expected non-interaction effect. Drug 1: C(CN)CNCCSP(=O)(O)O. Drug 2: CC1C(C(CC(O1)OC2CC(CC3=C2C(=C4C(=C3O)C(=O)C5=CC=CC=C5C4=O)O)(C(=O)C)O)N)O. Cell line: PC-3. Synergy scores: CSS=55.0, Synergy_ZIP=0.441, Synergy_Bliss=1.57, Synergy_Loewe=-63.6, Synergy_HSA=2.46.